Dataset: Full USPTO retrosynthesis dataset with 1.9M reactions from patents (1976-2016). Task: Predict the reactants needed to synthesize the given product. (1) The reactants are: [C@H:1]12[CH2:7][C@H:4]([NH:5][CH2:6]1)[CH2:3][N:2]2[C:8]([C@@H:10]([NH:15][C:16]([C:18]1[NH:19][C:20]2[C:25]([CH:26]=1)=[CH:24][CH:23]=[CH:22][CH:21]=2)=[O:17])[C:11]([CH3:14])([CH3:13])[CH3:12])=[O:9].C(Cl)CCl.C1C=CC2N(O)N=NC=2C=1.[C:41]1([C:47]2[CH:48]=[CH:49][C:50]([C:53](O)=[O:54])=[N:51][CH:52]=2)[CH:46]=[CH:45][CH:44]=[CH:43][CH:42]=1.CCN(C(C)C)C(C)C. Given the product [CH3:12][C:11]([CH3:14])([CH3:13])[C@H:10]([NH:15][C:16]([C:18]1[NH:19][C:20]2[C:25]([CH:26]=1)=[CH:24][CH:23]=[CH:22][CH:21]=2)=[O:17])[C:8]([N:2]1[CH2:3][C@@H:4]2[CH2:7][C@H:1]1[CH2:6][N:5]2[C:53]([C:50]1[CH:49]=[CH:48][C:47]([C:41]2[CH:42]=[CH:43][CH:44]=[CH:45][CH:46]=2)=[CH:52][N:51]=1)=[O:54])=[O:9], predict the reactants needed to synthesize it. (2) The reactants are: [Na].[S:2]1C=CC=C1CC(O)=O.Br[CH2:12][CH2:13][CH2:14][CH2:15][CH2:16][CH2:17][CH2:18][CH2:19][CH2:20][CH2:21][CH2:22][CH2:23][CH2:24][CH2:25][CH2:26][C:27]([OH:29])=[O:28].[OH-].[Na+].Cl. Given the product [SH:2][CH2:12][CH2:13][CH2:14][CH2:15][CH2:16][CH2:17][CH2:18][CH2:19][CH2:20][CH2:21][CH2:22][CH2:23][CH2:24][CH2:25][CH2:26][C:27]([OH:29])=[O:28], predict the reactants needed to synthesize it. (3) Given the product [N:18]1[CH:19]=[CH:20][C:15]([C:3]2[C:4]([C:7]3[CH:8]=[C:9]([CH:12]=[CH:13][CH:14]=3)[C:10]#[N:11])=[N:5][N:6]3[CH2:29][CH2:28][S:1][C:2]=23)=[CH:16][CH:17]=1, predict the reactants needed to synthesize it. The reactants are: [SH:1][C:2]1[NH:6][N:5]=[C:4]([C:7]2[CH:8]=[C:9]([CH:12]=[CH:13][CH:14]=2)[C:10]#[N:11])[C:3]=1[C:15]1[CH:20]=[CH:19][N:18]=[CH:17][CH:16]=1.C(=O)([O-])[O-].[K+].[K+].Br[CH2:28][CH2:29]Br. (4) Given the product [CH3:29][S:30][C:31]1[CH:36]=[CH:35][CH:34]=[CH:33][C:32]=1[C:2]1[C:3]2[CH:17]=[CH:16][C:15](=[O:18])[N:14]([C:19]3[CH:20]=[CH:21][C:22]([C:25]([F:27])([F:26])[F:28])=[CH:23][CH:24]=3)[C:4]=2[N:5]=[C:6]([NH:8][CH:9]([CH2:12][OH:13])[CH2:10][OH:11])[N:7]=1, predict the reactants needed to synthesize it. The reactants are: Cl[C:2]1[C:3]2[CH:17]=[CH:16][C:15](=[O:18])[N:14]([C:19]3[CH:24]=[CH:23][C:22]([C:25]([F:28])([F:27])[F:26])=[CH:21][CH:20]=3)[C:4]=2[N:5]=[C:6]([NH:8][CH:9]([CH2:12][OH:13])[CH2:10][OH:11])[N:7]=1.[CH3:29][S:30][C:31]1[CH:36]=[CH:35][CH:34]=[CH:33][C:32]=1B(O)O.C([O-])([O-])=O.[K+].[K+]. (5) Given the product [Br:6][C:7]1[CH:23]=[CH:22][C:10]([O:11][Si:12]([CH:19]([CH3:21])[CH3:20])([CH:13]([CH3:14])[CH3:15])[CH:16]([CH3:17])[CH3:18])=[C:9]([Cl:24])[C:8]=1[CH3:2], predict the reactants needed to synthesize it. The reactants are: [Li][CH2:2]CCC.[Br:6][C:7]1[CH:23]=[CH:22][C:10]([O:11][Si:12]([CH:19]([CH3:21])[CH3:20])([CH:16]([CH3:18])[CH3:17])[CH:13]([CH3:15])[CH3:14])=[C:9]([Cl:24])[CH:8]=1.CI. (6) Given the product [O:17]=[C:16]([CH3:18])[CH2:15][C:14]1[O:10][N:9]=[C:7]([C:6]2[CH:11]=[CH:12][CH:13]=[C:4]([N+:1]([O-:3])=[O:2])[CH:5]=2)[N:8]=1, predict the reactants needed to synthesize it. The reactants are: [N+:1]([C:4]1[CH:5]=[C:6]([CH:11]=[CH:12][CH:13]=1)[C:7](=[N:9][OH:10])[NH2:8])([O-:3])=[O:2].[C:14](OC)(=O)[CH2:15][C:16]([CH3:18])=[O:17]. (7) Given the product [Cl:1][C:2]1[CH:3]=[CH:4][C:5]2[O:9][C:8]([CH:10]([Cl:22])[CH:12]3[CH2:17][CH2:16][CH2:15][CH2:14][CH2:13]3)=[C:7]([CH3:18])[C:6]=2[CH:19]=1, predict the reactants needed to synthesize it. The reactants are: [Cl:1][C:2]1[CH:3]=[CH:4][C:5]2[O:9][C:8]([CH:10]([CH:12]3[CH2:17][CH2:16][CH2:15][CH2:14][CH2:13]3)O)=[C:7]([CH3:18])[C:6]=2[CH:19]=1.S(Cl)([Cl:22])=O.C(=O)([O-])O.[Na+]. (8) Given the product [C:1]1([CH2:7][CH2:8][C:9]([NH:18][CH2:19][CH2:20][CH2:21][Si:22]([CH3:33])([O:28][Si:29]([CH3:32])([CH3:31])[CH3:30])[O:23][Si:24]([CH3:27])([CH3:26])[CH3:25])=[O:11])[CH:2]=[CH:3][CH:4]=[CH:5][CH:6]=1, predict the reactants needed to synthesize it. The reactants are: [C:1]1([CH2:7][CH2:8][C:9]([OH:11])=O)[CH:6]=[CH:5][CH:4]=[CH:3][CH:2]=1.C(Cl)(=O)C(Cl)=O.[NH2:18][CH2:19][CH2:20][CH2:21][Si:22]([CH3:33])([O:28][Si:29]([CH3:32])([CH3:31])[CH3:30])[O:23][Si:24]([CH3:27])([CH3:26])[CH3:25].C(N(C(C)C)CC)(C)C.